From a dataset of Forward reaction prediction with 1.9M reactions from USPTO patents (1976-2016). Predict the product of the given reaction. (1) Given the reactants [N+:1]([C:4]1[CH:9]=[CH:8][C:7]([S:10]([O:13][CH2:14][C:15]([CH3:32])([C:17]2[O:21][N:20]=[C:19]([NH:22]C(OC3C=CC=CC=3)=O)[CH:18]=2)[CH3:16])(=[O:12])=[O:11])=[CH:6][CH:5]=1)([O-:3])=[O:2].[O-2].[Mg+2].O1CCOCC1, predict the reaction product. The product is: [N+:1]([C:4]1[CH:9]=[CH:8][C:7]([S:10]([O:13][CH2:14][C:15]([C:17]2[O:21][N:20]=[C:19]([NH2:22])[CH:18]=2)([CH3:16])[CH3:32])(=[O:11])=[O:12])=[CH:6][CH:5]=1)([O-:3])=[O:2]. (2) Given the reactants [S:1]1[C:5]2[CH:6]=[CH:7][CH:8]=[CH:9][C:4]=2[N:3]=[C:2]1[NH:10][C:11]1[CH:16]=[CH:15][C:14]([OH:17])=[CH:13][CH:12]=1.Cl[C:19]1[C:20]([C:25]2(C(OC)=O)[CH2:30][CH2:29][O:28][CH2:27][CH2:26]2)=[N:21][CH:22]=[CH:23][N:24]=1.[C:35](=O)([O-])[O-].[Cs+].[Cs+].O, predict the reaction product. The product is: [CH3:35][N:10]([C:11]1[CH:16]=[CH:15][C:14]([O:17][C:19]2[C:20]([CH:25]3[CH2:30][CH2:29][O:28][CH2:27][CH2:26]3)=[N:21][CH:22]=[CH:23][N:24]=2)=[CH:13][CH:12]=1)[C:2]1[S:1][C:5]2[CH:6]=[CH:7][CH:8]=[CH:9][C:4]=2[N:3]=1.